This data is from Full USPTO retrosynthesis dataset with 1.9M reactions from patents (1976-2016). The task is: Predict the reactants needed to synthesize the given product. Given the product [N:23]1([CH2:22][CH2:21][O:20][C:16]2[CH:15]=[C:14]3[C:19](=[CH:18][CH:17]=2)[NH:11][CH:12]=[C:13]3[CH2:29][CH2:30][NH:31][C:32](=[O:34])[CH3:33])[CH2:28][CH2:27][CH2:26][CH2:25][CH2:24]1, predict the reactants needed to synthesize it. The reactants are: CC1C=CC(S([N:11]2[C:19]3[C:14](=[CH:15][C:16]([O:20][CH2:21][CH2:22][N:23]4[CH2:28][CH2:27][CH2:26][CH2:25][CH2:24]4)=[CH:17][CH:18]=3)[C:13]([CH2:29][CH2:30][NH:31][C:32](=[O:34])[CH3:33])=[CH:12]2)(=O)=O)=CC=1.[Mg].